This data is from KCNQ2 potassium channel screen with 302,405 compounds. The task is: Binary Classification. Given a drug SMILES string, predict its activity (active/inactive) in a high-throughput screening assay against a specified biological target. (1) The drug is O=C(NCC(=O)Nc1c(cccc1C)C)CCCc1c2c([nH]c1)cccc2. The result is 0 (inactive). (2) The molecule is Clc1c2c(sc1C(=O)NC(=S)Nc1c(cc(cc1)C)C(O)=O)cccc2. The result is 1 (active). (3) The compound is s1c2c(nc1Nc1oc(nn1)c1ccc(F)cc1)c(OC)ccc2. The result is 1 (active). (4) The drug is S(=O)(=O)(Nc1c(NCC)c2c(oc1=O)cccc2)c1ccc([N+]([O-])=O)cc1. The result is 0 (inactive). (5) The drug is S(=O)(=O)(NCc1occc1)c1ccc(NC(=O)c2ccc(cc2)C)cc1. The result is 0 (inactive). (6) The compound is S1(=O)(=O)CC(N(c2ccccc2)C(=O)c2ccccc2)C=C1. The result is 0 (inactive). (7) The drug is S(=O)(=O)(/N=C(/C(c1n(c2c(n1)cccc2)C)C#N)c1ccccc1)c1sccc1. The result is 0 (inactive). (8) The compound is S1(=O)(=O)CC(N(C)C(=O)CSc2ncnc3sc(cc23)c2ccccc2)CC1. The result is 1 (active). (9) The drug is O(c1c2c([nH]c(=O)c(CCNC(=O)c3cc(OC)c(OC)cc3)c2)c(OC)cc1)C. The result is 0 (inactive). (10) The molecule is O=C(N1CCN(CC1)c1c(c(ccc1)C)C)N1CCCCC1. The result is 0 (inactive).